The task is: Predict the product of the given reaction.. This data is from Forward reaction prediction with 1.9M reactions from USPTO patents (1976-2016). Given the reactants [Br:1][C:2]1[CH:10]=[CH:9][CH:8]=[C:7]2[C:3]=1[CH:4]=[N:5][NH:6]2.Br[CH:12]([CH2:18][CH:19]1[CH2:24][CH2:23][O:22][CH2:21][CH2:20]1)[C:13]([O:15][CH2:16][CH3:17])=[O:14].O1CCC(C=CC(OCC)=O)CC1.C(=O)([O-])[O-].[K+].[K+], predict the reaction product. The product is: [Br:1][C:2]1[CH:10]=[CH:9][CH:8]=[C:7]2[C:3]=1[CH:4]=[N:5][N:6]2[CH:12]([CH2:18][CH:19]1[CH2:20][CH2:21][O:22][CH2:23][CH2:24]1)[C:13]([O:15][CH2:16][CH3:17])=[O:14].